Dataset: Catalyst prediction with 721,799 reactions and 888 catalyst types from USPTO. Task: Predict which catalyst facilitates the given reaction. Reactant: Br[C:2]1[CH:11]=[CH:10][C:5]([C:6]([O:8][CH3:9])=[O:7])=[C:4]([F:12])[CH:3]=1.[CH2:13]([Sn](CCCC)(CCCC)CCCC)[CH:14]=[CH2:15].[F-].[Cs+]. Product: [CH2:15]([C:2]1[CH:11]=[CH:10][C:5]([C:6]([O:8][CH3:9])=[O:7])=[C:4]([F:12])[CH:3]=1)[CH:14]=[CH2:13]. The catalyst class is: 77.